From a dataset of Full USPTO retrosynthesis dataset with 1.9M reactions from patents (1976-2016). Predict the reactants needed to synthesize the given product. (1) Given the product [C:1]([O:5][C:6]([N:8]1[CH2:13][CH2:12][C:11]([CH2:15][CH2:16][NH2:17])([CH3:14])[CH2:10][CH2:9]1)=[O:7])([CH3:4])([CH3:3])[CH3:2], predict the reactants needed to synthesize it. The reactants are: [C:1]([O:5][C:6]([N:8]1[CH2:13][CH2:12][C:11]([CH2:15][C:16]#[N:17])([CH3:14])[CH2:10][CH2:9]1)=[O:7])([CH3:4])([CH3:3])[CH3:2].[H][H]. (2) Given the product [CH3:35][C:33]([O:36][C:37]([NH:39][CH2:40][C:41]([OH:43])=[O:42])=[O:38])([CH3:32])[CH3:34].[CH3:1][CH2:2][C@@:3]1([OH:31])[C:8](=[O:9])[O:7][CH2:6][C:5]2[C:10]([N:12]3[C:29](=[CH:30][C:4]1=2)[C:28]1[N:27]=[C:17]2[CH:18]=[CH:19][C:20]([OH:26])=[C:21]([CH2:22][N:23]([CH3:24])[CH3:25])[C:16]2=[CH:15][C:14]=1[CH2:13]3)=[O:11], predict the reactants needed to synthesize it. The reactants are: [CH3:1][CH2:2][C@@:3]1([OH:31])[C:8](=[O:9])[O:7][CH2:6][C:5]2[C:10]([N:12]3[C:29](=[CH:30][C:4]1=2)[C:28]1[N:27]=[C:17]2[CH:18]=[CH:19][C:20]([OH:26])=[C:21]([CH2:22][N:23]([CH3:25])[CH3:24])[C:16]2=[CH:15][C:14]=1[CH2:13]3)=[O:11].[CH3:32][C:33]([O:36][C:37]([NH:39][CH2:40][C:41]([OH:43])=[O:42])=[O:38])([CH3:35])[CH3:34].C1CCC(N=C=NC2CCCCC2)CC1.